This data is from Peptide-MHC class I binding affinity with 185,985 pairs from IEDB/IMGT. The task is: Regression. Given a peptide amino acid sequence and an MHC pseudo amino acid sequence, predict their binding affinity value. This is MHC class I binding data. (1) The peptide sequence is INCHFHRL. The MHC is H-2-Db with pseudo-sequence H-2-Db. The binding affinity (normalized) is 0.0819. (2) The peptide sequence is RYFTVAFLF. The MHC is HLA-B39:01 with pseudo-sequence HLA-B39:01. The binding affinity (normalized) is 0.213.